Dataset: Forward reaction prediction with 1.9M reactions from USPTO patents (1976-2016). Task: Predict the product of the given reaction. (1) Given the reactants [OH:1][CH2:2][CH2:3][O:4][S:5]([C:8]1[CH:13]=[CH:12][C:11]([CH3:14])=[CH:10][CH:9]=1)(=[O:7])=[O:6].[Br:15][C:16]1[CH:17]=[CH:18][C:19]2[N:20]([CH:22]=[C:23]([C:25]3[CH:30]=[CH:29][C:28](O)=[CH:27][CH:26]=3)[N:24]=2)[CH:21]=1.C1(P(C2C=CC=CC=2)C2C=CC=CC=2)C=CC=CC=1.CC(OC(/N=N/C(OC(C)C)=O)=O)C, predict the reaction product. The product is: [Br:15][C:16]1[CH:17]=[CH:18][C:19]2[N:20]([CH:22]=[C:23]([C:25]3[CH:30]=[CH:29][C:28]([O:1][CH2:2][CH2:3][O:4][S:5]([C:8]4[CH:13]=[CH:12][C:11]([CH3:14])=[CH:10][CH:9]=4)(=[O:7])=[O:6])=[CH:27][CH:26]=3)[N:24]=2)[CH:21]=1. (2) The product is: [Br:2][C:3]1[O:7][C:6]([C:8]([Cl:1])=[O:10])=[CH:5][CH:4]=1. Given the reactants [Cl-:1].[Br:2][C:3]1[O:7][C:6]([C:8]([OH:10])=O)=[CH:5][CH:4]=1, predict the reaction product. (3) The product is: [Cl:32][C:26]1[CH:27]=[CH:28][CH:29]=[C:30]([F:31])[C:25]=1[N:22]1[C:23](=[NH:24])[C:17]2[C:18](=[N:19][C:14]([NH:12][C:6]3[CH:5]=[C:4]4[C:9]([CH2:10][CH2:11][N:2]([CH3:1])[CH2:3]4)=[CH:8][CH:7]=3)=[N:15][CH:16]=2)[NH:20][C:21]1=[O:33]. Given the reactants [CH3:1][N:2]1[CH2:11][CH2:10][C:9]2[C:4](=[CH:5][C:6]([NH2:12])=[CH:7][CH:8]=2)[CH2:3]1.Cl[C:14]1[N:19]=[C:18]2[NH:20][C:21](=[O:33])[N:22]([C:25]3[C:30]([F:31])=[CH:29][CH:28]=[CH:27][C:26]=3[Cl:32])[C:23](=[NH:24])[C:17]2=[CH:16][N:15]=1.ClC1N=C2NC(=O)N(C3C(Cl)=CC=CC=3Cl)C(=N)C2=CN=1, predict the reaction product. (4) The product is: [CH3:13][O:12][C:11]1[CH:10]=[C:9]2[C:4]([C:5](=[O:14])[N:6]=[CH:7][NH:8]2)=[CH:3][C:2]=1[B:23]1[O:27][C:26]([CH3:29])([CH3:28])[C:25]([CH3:31])([CH3:30])[O:24]1. Given the reactants Br[C:2]1[CH:3]=[C:4]2[C:9](=[CH:10][C:11]=1[O:12][CH3:13])[NH:8][CH:7]=[N:6][C:5]2=[O:14].C(Cl)Cl.CC([O-])=O.[K+].[B:23]1([B:23]2[O:27][C:26]([CH3:29])([CH3:28])[C:25]([CH3:31])([CH3:30])[O:24]2)[O:27][C:26]([CH3:29])([CH3:28])[C:25]([CH3:31])([CH3:30])[O:24]1, predict the reaction product. (5) Given the reactants [NH2:1][CH2:2][C:3]1[O:7][C:6]([C:8]2[CH:9]=[C:10]([CH2:16][CH3:17])[C:11](=[O:15])[NH:12][C:13]=2[CH3:14])=[CH:5][CH:4]=1.[C:18](Cl)(=[O:20])[CH3:19], predict the reaction product. The product is: [CH2:16]([C:10]1[C:11](=[O:15])[NH:12][C:13]([CH3:14])=[C:8]([C:6]2[O:7][C:3]([CH2:2][NH:1][C:18](=[O:20])[CH3:19])=[CH:4][CH:5]=2)[CH:9]=1)[CH3:17]. (6) Given the reactants C(Cl)(=O)C(Cl)=O.CS(C)=O.[C:11]([O:15][C:16]([N:18]1[CH2:27][C:26]2[N:22]([C:23]([C@H:28]3[CH2:33][CH2:32][C@H:31]([OH:34])[CH2:30][CH2:29]3)=[N:24][N:25]=2)[C:21]2[CH:35]=[CH:36][C:37]([Cl:39])=[CH:38][C:20]=2[CH2:19]1)=[O:17])([CH3:14])([CH3:13])[CH3:12].C(N(CC)CC)C, predict the reaction product. The product is: [C:11]([O:15][C:16]([N:18]1[CH2:27][C:26]2[N:22]([C:23]([CH:28]3[CH2:29][CH2:30][C:31](=[O:34])[CH2:32][CH2:33]3)=[N:24][N:25]=2)[C:21]2[CH:35]=[CH:36][C:37]([Cl:39])=[CH:38][C:20]=2[CH2:19]1)=[O:17])([CH3:14])([CH3:12])[CH3:13]. (7) Given the reactants [N+:1]([C:4]1[CH:5]=[C:6]([CH:10]=[CH:11][CH:12]=1)[C:7](=[S:9])[NH2:8])([O-:3])=[O:2].Cl[CH2:14][CH:15]=O.C(O)(=O)C.[OH-].[Na+], predict the reaction product. The product is: [N+:1]([C:4]1[CH:5]=[C:6]([C:7]2[S:9][CH:14]=[CH:15][N:8]=2)[CH:10]=[CH:11][CH:12]=1)([O-:3])=[O:2]. (8) Given the reactants C(OC1C=CN(CC(C2C=CC(C[Br:25])=CC=2C)=O)C(=O)C=1)C1C=CC=CC=1.[Cl:28][C:29]1[CH:30]=[CH:31][C:32]([CH2:35][O:36][C:37]2[CH:42]=[CH:41][N:40]([CH2:43][C:44]([C:46]3[CH:51]=[CH:50][C:49]([CH2:52]O)=[CH:48][C:47]=3[CH3:54])=[O:45])[C:39](=[O:55])[CH:38]=2)=[N:33][CH:34]=1, predict the reaction product. The product is: [Br:25][CH2:52][C:49]1[CH:50]=[CH:51][C:46]([C:44](=[O:45])[CH2:43][N:40]2[CH:41]=[CH:42][C:37]([O:36][CH2:35][C:32]3[CH:31]=[CH:30][C:29]([Cl:28])=[CH:34][N:33]=3)=[CH:38][C:39]2=[O:55])=[C:47]([CH3:54])[CH:48]=1. (9) The product is: [NH:8]1[C:16]2[C:11](=[CH:12][CH:13]=[CH:14][CH:15]=2)[C:10]2([C:27]3[C:23]4=[N:24][O:25][N:26]=[C:22]4[CH:21]=[CH:20][C:19]=3[O:18][CH2:17]2)[C:9]1=[O:28]. Given the reactants C1(C(C2C=CC=CC=2)[N:8]2[C:16]3[C:11](=[CH:12][CH:13]=[CH:14][CH:15]=3)[C:10]3([C:27]4[C:23]5=[N:24][O:25][N:26]=[C:22]5[CH:21]=[CH:20][C:19]=4[O:18][CH2:17]3)[C:9]2=[O:28])C=CC=CC=1.C1(C(C2C=CC=CC=2)N2C3C(=CC=CC=3)C3(C4C=C(C)C(OC)=CC=4OC3)C2=O)C=CC=CC=1, predict the reaction product. (10) Given the reactants [Cl:1][C:2]1[C:3]([F:33])=[C:4]([CH:8]2[C:12]([C:15]3[CH:20]=[CH:19][C:18]([Cl:21])=[CH:17][C:16]=3[F:22])([C:13]#[N:14])[CH:11]([CH2:23][C:24]([CH3:29])([CH3:28])[CH2:25][CH2:26][OH:27])[NH:10][CH:9]2[C:30](O)=[O:31])[CH:5]=[CH:6][CH:7]=1.[CH3:34][C:35]1([CH3:43])[O:39][C@@H:38]([CH2:40][CH2:41][NH2:42])[CH2:37][O:36]1.CN(C(ON1N=NC2C=CC=NC1=2)=[N+](C)C)C.F[P-](F)(F)(F)(F)F.CCN(C(C)C)C(C)C, predict the reaction product. The product is: [CH3:34][C:35]1([CH3:43])[O:39][C@@H:38]([CH2:40][CH2:41][NH:42][C:30]([CH:9]2[CH:8]([C:4]3[CH:5]=[CH:6][CH:7]=[C:2]([Cl:1])[C:3]=3[F:33])[C:12]([C:15]3[CH:20]=[CH:19][C:18]([Cl:21])=[CH:17][C:16]=3[F:22])([C:13]#[N:14])[CH:11]([CH2:23][C:24]([CH3:28])([CH3:29])[CH2:25][CH2:26][OH:27])[NH:10]2)=[O:31])[CH2:37][O:36]1.